From a dataset of Full USPTO retrosynthesis dataset with 1.9M reactions from patents (1976-2016). Predict the reactants needed to synthesize the given product. Given the product [CH:48]1([CH2:47][CH:46]([C:53]2[CH:58]=[CH:57][C:56]([S:59]([CH3:62])(=[O:60])=[O:61])=[C:55]([C:63]([F:64])([F:65])[F:66])[CH:54]=2)[C:45]([NH:44][C:41]2[S:42][CH:43]=[CH:39][N:40]=2)=[O:67])[CH2:52][CH2:51][CH2:50][CH2:49]1, predict the reactants needed to synthesize it. The reactants are: COC(C1N=C(N)SC=1)=O.C1(CC(C2C=CC(S(C)(=O)=O)=C(C(F)(F)F)C=2)C(O)=O)CCCC1.COC([C:39]1[N:40]=[C:41]([NH:44][C:45](=[O:67])[CH:46]([C:53]2[CH:58]=[CH:57][C:56]([S:59]([CH3:62])(=[O:61])=[O:60])=[C:55]([C:63]([F:66])([F:65])[F:64])[CH:54]=2)[CH2:47][CH:48]2[CH2:52][CH2:51][CH2:50][CH2:49]2)[S:42][CH:43]=1)=O.